From a dataset of Reaction yield outcomes from USPTO patents with 853,638 reactions. Predict the reaction yield, written as a fraction of the theoretical maximum amount of product (1.0 means a 100% yield; for example, 0.34 means a 34% yield). (1) The catalyst is C1COCC1. The reactants are [Li]CCCC.CCN(C(C)C)C(C)C.[Cl:15][C:16]1[CH:25]=[CH:24][C:23]2[C:18](=[CH:19][C:20]([C:26]([F:29])([F:28])[F:27])=[CH:21][CH:22]=2)[N:17]=1.[C:30](=[O:32])=[O:31]. The yield is 0.710. The product is [Cl:15][C:16]1[C:25]([C:30]([OH:32])=[O:31])=[CH:24][C:23]2[C:18](=[CH:19][C:20]([C:26]([F:28])([F:27])[F:29])=[CH:21][CH:22]=2)[N:17]=1. (2) The reactants are Cl[C:2]1[N:3]=[C:4]([OH:12])[C:5]2[CH:11]=[CH:10][N:9]=[CH:8][C:6]=2[N:7]=1.[CH3:13][N:14]([C:22]1[CH:27]=[CH:26][CH:25]=[CH:24][N:23]=1)[C:15]1[CH:20]=[CH:19][C:18]([OH:21])=[CH:17][CH:16]=1.C([O-])([O-])=O.[Cs+].[Cs+]. The catalyst is CN(C=O)C.[Cu]I. The product is [CH3:13][N:14]([C:22]1[CH:27]=[CH:26][CH:25]=[CH:24][N:23]=1)[C:15]1[CH:16]=[CH:17][C:18]([O:21][C:2]2[N:3]=[C:4]([OH:12])[C:5]3[CH:11]=[CH:10][N:9]=[CH:8][C:6]=3[N:7]=2)=[CH:19][CH:20]=1. The yield is 0.200.